Dataset: Catalyst prediction with 721,799 reactions and 888 catalyst types from USPTO. Task: Predict which catalyst facilitates the given reaction. Reactant: [Br:1][C:2]1[CH:12]=[CH:11][C:5]([CH:6]=[CH:7][C:8]([OH:10])=O)=[CH:4][CH:3]=1.C(Cl)CCl.C1C=CC2N(O)N=NC=2C=1.CCN(C(C)C)C(C)C.[CH2:36]1[C:39]2([CH2:44][CH2:43][N:42]([C:45]([O:47][C:48]([CH3:51])([CH3:50])[CH3:49])=[O:46])[CH2:41][CH2:40]2)[CH2:38][NH:37]1. Product: [C:48]([O:47][C:45]([N:42]1[CH2:41][CH2:40][C:39]2([CH2:38][N:37]([C:8](=[O:10])/[CH:7]=[CH:6]/[C:5]3[CH:4]=[CH:3][C:2]([Br:1])=[CH:12][CH:11]=3)[CH2:36]2)[CH2:44][CH2:43]1)=[O:46])([CH3:51])([CH3:49])[CH3:50]. The catalyst class is: 3.